From a dataset of Reaction yield outcomes from USPTO patents with 853,638 reactions. Predict the reaction yield, written as a fraction of the theoretical maximum amount of product (1.0 means a 100% yield; for example, 0.34 means a 34% yield). (1) The reactants are [Br:1][C:2]1[CH:7]=[CH:6][C:5]([CH:8]([NH:22][CH2:23][CH2:24][N:25]2[CH2:30][CH2:29][O:28][CH2:27][CH2:26]2)[C:9]([NH:11][C:12]2[CH:17]=[CH:16][C:15]([C:18]([F:21])([F:20])[F:19])=[CH:14][CH:13]=2)=[O:10])=[CH:4][CH:3]=1.[CH:31](=O)[C:32]1[CH:37]=[CH:36][CH:35]=[CH:34][CH:33]=1.C1(C)C=CC(S(O)(=O)=O)=CC=1.S([O-])([O-])(=O)=O.[Na+].[Na+]. The catalyst is CO. The product is [Br:1][C:2]1[CH:7]=[CH:6][C:5]([CH:8]2[N:22]([CH2:23][CH2:24][N:25]3[CH2:30][CH2:29][O:28][CH2:27][CH2:26]3)[CH:31]([C:32]3[CH:37]=[CH:36][CH:35]=[CH:34][CH:33]=3)[N:11]([C:12]3[CH:13]=[CH:14][C:15]([C:18]([F:19])([F:21])[F:20])=[CH:16][CH:17]=3)[C:9]2=[O:10])=[CH:4][CH:3]=1. The yield is 0.692. (2) The reactants are [NH2:1][C:2]1[CH:7]=[CH:6][C:5]([NH2:8])=[CH:4][C:3]=1[S:9]([NH2:12])(=[O:11])=[O:10].N1C=CC=CC=1.[CH3:19][S:20](Cl)(=[O:22])=[O:21]. The catalyst is ClCCl. The product is [NH2:1][C:2]1[CH:7]=[CH:6][C:5]([NH:8][S:20]([CH3:19])(=[O:22])=[O:21])=[CH:4][C:3]=1[S:9]([NH2:12])(=[O:10])=[O:11]. The yield is 0.730. (3) The catalyst is O1CCCC1.O.C(OCC)(=O)C. The reactants are [NH2:1][C@@H:2]([C:6]([O:8][C:9]([CH3:12])([CH3:11])[CH3:10])=[O:7])[CH:3]([CH3:5])[CH3:4].C(N(CC)CC)C.[CH:20]1[C:28]2[C:27]3[CH2:29][CH2:30][CH2:31][CH2:32][C:26]=3[O:25][C:24]=2[CH:23]=[C:22]([S:33](Cl)(=[O:35])=[O:34])[CH:21]=1.Cl. The yield is 0.800. The product is [C:9]([O:8][C:6](=[O:7])[CH:2]([NH:1][S:33]([C:22]1[CH:21]=[CH:20][C:28]2[C:27]3[CH2:29][CH2:30][CH2:31][CH2:32][C:26]=3[O:25][C:24]=2[CH:23]=1)(=[O:34])=[O:35])[CH:3]([CH3:5])[CH3:4])([CH3:10])([CH3:12])[CH3:11]. (4) The reactants are [CH3:1][N:2]1[CH2:7][CH2:6][N:5]([CH3:8])[CH2:4][CH:3]1[CH2:9][CH2:10][OH:11].[H-].[Na+].[C:14]1([N:20]2[CH2:25][CH2:24][N:23]([C:26](OC3C=CC([N+]([O-])=O)=CC=3)=[O:27])[CH2:22][CH2:21]2)[CH:19]=[CH:18][CH:17]=[CH:16][CH:15]=1. The catalyst is C1COCC1. The product is [CH3:1][N:2]1[CH2:7][CH2:6][N:5]([CH3:8])[CH2:4][CH:3]1[CH2:9][CH2:10][O:11][C:26]([N:23]1[CH2:24][CH2:25][N:20]([C:14]2[CH:15]=[CH:16][CH:17]=[CH:18][CH:19]=2)[CH2:21][CH2:22]1)=[O:27]. The yield is 0.130.